This data is from Reaction yield outcomes from USPTO patents with 853,638 reactions. The task is: Predict the reaction yield, written as a fraction of the theoretical maximum amount of product (1.0 means a 100% yield; for example, 0.34 means a 34% yield). (1) The reactants are [OH:1][CH2:2][C:3]1[CH:4]=[C:5]([CH:10]=[CH:11][C:12]=1[O:13][CH:14]([CH3:16])[CH3:15])[C:6]([O:8]C)=[O:7].[OH-].[Na+]. The catalyst is O1CCOCC1. The product is [OH:1][CH2:2][C:3]1[CH:4]=[C:5]([CH:10]=[CH:11][C:12]=1[O:13][CH:14]([CH3:16])[CH3:15])[C:6]([OH:8])=[O:7]. The yield is 0.890. (2) The reactants are [OH:1][CH2:2][CH2:3][C:4]1[C:12]2[C:11](=[O:13])[N:10]([CH2:14][O:15][CH2:16][CH2:17][Si:18]([CH3:21])([CH3:20])[CH3:19])[N:9]=[CH:8][C:7]=2[N:6]([CH2:22][O:23][CH2:24][CH2:25][Si:26]([CH3:29])([CH3:28])[CH3:27])[CH:5]=1.[CH3:30]C(C)([O-])C.[Na+].CI. The catalyst is O. The product is [CH3:30][O:1][CH2:2][CH2:3][C:4]1[C:12]2[C:11](=[O:13])[N:10]([CH2:14][O:15][CH2:16][CH2:17][Si:18]([CH3:19])([CH3:20])[CH3:21])[N:9]=[CH:8][C:7]=2[N:6]([CH2:22][O:23][CH2:24][CH2:25][Si:26]([CH3:28])([CH3:27])[CH3:29])[CH:5]=1. The yield is 0.890.